From a dataset of Full USPTO retrosynthesis dataset with 1.9M reactions from patents (1976-2016). Predict the reactants needed to synthesize the given product. (1) Given the product [Cl:8][C:5]1[CH:6]=[CH:7][C:2]([NH:1][S:32]([C:29]2[CH:28]=[CH:27][C:26]([C:19]([CH3:20])([C:21]3[O:22][CH:23]=[CH:24][N:25]=3)[CH3:18])=[CH:31][CH:30]=2)(=[O:33])=[O:34])=[C:3]([C:9]([C:11]2[CH:16]=[CH:15][CH:14]=[C:13]([CH3:17])[N:12]=2)=[O:10])[CH:4]=1, predict the reactants needed to synthesize it. The reactants are: [NH2:1][C:2]1[CH:7]=[CH:6][C:5]([Cl:8])=[CH:4][C:3]=1[C:9]([C:11]1[CH:16]=[CH:15][CH:14]=[C:13]([CH3:17])[N:12]=1)=[O:10].[CH3:18][C:19]([C:26]1[CH:31]=[CH:30][C:29]([S:32](Cl)(=[O:34])=[O:33])=[CH:28][CH:27]=1)([C:21]1[O:22][CH:23]=[CH:24][N:25]=1)[CH3:20]. (2) Given the product [CH2:1]([O:3][C:4]([C:6]1[N:18]([C@H:35]([CH3:37])[CH2:36][NH:32][C:30]([O:29][C:25]([CH3:28])([CH3:27])[CH3:26])=[O:31])[C:9]2=[N:10][C:11]([Br:17])=[C:12]([O:14][CH2:15][CH3:16])[CH:13]=[C:8]2[CH:7]=1)=[O:5])[CH3:2], predict the reactants needed to synthesize it. The reactants are: [CH2:1]([O:3][C:4]([C:6]1[NH:18][C:9]2=[N:10][C:11]([Br:17])=[C:12]([O:14][CH2:15][CH3:16])[CH:13]=[C:8]2[CH:7]=1)=[O:5])[CH3:2].CC(C)([O-])C.[K+].[C:25]([O:29][C:30]([N:32]1[CH2:36][C@H:35]([CH3:37])OS1(=O)=O)=[O:31])([CH3:28])([CH3:27])[CH3:26].